From a dataset of Peptide-MHC class II binding affinity with 134,281 pairs from IEDB. Regression. Given a peptide amino acid sequence and an MHC pseudo amino acid sequence, predict their binding affinity value. This is MHC class II binding data. (1) The peptide sequence is KIEIDQDHQEEICEV. The MHC is DRB1_1302 with pseudo-sequence DRB1_1302. The binding affinity (normalized) is 0.449. (2) The peptide sequence is IRQLERLLQAVVGAG. The MHC is HLA-DQA10201-DQB10202 with pseudo-sequence HLA-DQA10201-DQB10202. The binding affinity (normalized) is 0.112. (3) The peptide sequence is CLHYTVDKSKPKVYQWFD. The MHC is DRB1_0401 with pseudo-sequence DRB1_0401. The binding affinity (normalized) is 0.223. (4) The peptide sequence is RWLLIDILKKSKFMQ. The MHC is DRB1_0101 with pseudo-sequence DRB1_0101. The binding affinity (normalized) is 0.569.